From a dataset of Forward reaction prediction with 1.9M reactions from USPTO patents (1976-2016). Predict the product of the given reaction. (1) Given the reactants [Cl:1][C:2]1[CH:3]=[C:4]([CH:9]2[O:15][CH2:14][CH2:13][N:12](C(OC(C)(C)C)=O)[CH2:11][CH:10]2[CH2:23][OH:24])[CH:5]=[CH:6][C:7]=1[Cl:8].Cl.C(O)C, predict the reaction product. The product is: [ClH:1].[Cl:1][C:2]1[CH:3]=[C:4]([CH:9]2[O:15][CH2:14][CH2:13][NH:12][CH2:11][CH:10]2[CH2:23][OH:24])[CH:5]=[CH:6][C:7]=1[Cl:8]. (2) Given the reactants [Br:1][C:2]1[CH:3]=[CH:4][C:5]([C:8]([OH:10])=O)=[N:6][CH:7]=1.ClC1N=C(OC)N=C(OC)N=1.CN1CCOCC1.[N:29]1([CH2:34][CH2:35][NH2:36])[CH2:33][CH2:32][CH2:31][CH2:30]1, predict the reaction product. The product is: [N:29]1([CH2:34][CH2:35][NH:36][C:8]([C:5]2[CH:4]=[CH:3][C:2]([Br:1])=[CH:7][N:6]=2)=[O:10])[CH2:33][CH2:32][CH2:31][CH2:30]1. (3) Given the reactants COC1C=CC(P2(SP(C3C=CC(OC)=CC=3)(=S)S2)=[S:10])=CC=1.[CH2:23]([O:26][C:27]1[CH:32]=[CH:31][NH:30][C:29](=O)[C:28]=1[CH3:34])[CH2:24][CH3:25], predict the reaction product. The product is: [CH2:23]([O:26][C:27]1[CH:32]=[CH:31][NH:30][C:29](=[S:10])[C:28]=1[CH3:34])[CH2:24][CH3:25].